This data is from Catalyst prediction with 721,799 reactions and 888 catalyst types from USPTO. The task is: Predict which catalyst facilitates the given reaction. (1) Reactant: [CH:1]1([N:6]2[C:14]3[CH:13]=[CH:12][N:11]=[C:10]([O:15]C)[C:9]=3[C:8]([C:17]3[CH:18]=[C:19]([C:22]([O:24][CH3:25])=[O:23])[S:20][CH:21]=3)=[N:7]2)[CH2:5][CH2:4][CH2:3][CH2:2]1.[I-].[Na+].Cl[Si](C)(C)C.O. Product: [CH:1]1([N:6]2[C:14]3[CH:13]=[CH:12][NH:11][C:10](=[O:15])[C:9]=3[C:8]([C:17]3[CH:18]=[C:19]([C:22]([O:24][CH3:25])=[O:23])[S:20][CH:21]=3)=[N:7]2)[CH2:2][CH2:3][CH2:4][CH2:5]1. The catalyst class is: 10. (2) The catalyst class is: 5. Reactant: [NH2:1][C:2]1[CH:18]=[CH:17][CH:16]=[C:15]([Cl:19])[C:3]=1[C:4]([NH:6][CH:7]1[CH2:12][CH2:11][C:10](=[O:13])[NH:9][C:8]1=[O:14])=[O:5].[CH:20](OC)(OC)OC.C1(C)C=CC(S(O)(=O)=O)=CC=1. Product: [Cl:19][C:15]1[CH:16]=[CH:17][CH:18]=[C:2]2[C:3]=1[C:4](=[O:5])[N:6]([CH:7]1[CH2:12][CH2:11][C:10](=[O:13])[NH:9][C:8]1=[O:14])[CH:20]=[N:1]2.